This data is from Forward reaction prediction with 1.9M reactions from USPTO patents (1976-2016). The task is: Predict the product of the given reaction. Given the reactants [CH2:1]([C@H:3]1[CH2:8][CH2:7][C@H:6]([CH2:9]O)[CH2:5][CH2:4]1)[CH3:2].C(Br)(Br)(Br)[Br:12].C1(P(C2C=CC=CC=2)C2C=CC=CC=2)C=CC=CC=1, predict the reaction product. The product is: [Br:12][CH2:9][C@H:6]1[CH2:7][CH2:8][C@H:3]([CH2:1][CH3:2])[CH2:4][CH2:5]1.